The task is: Predict which catalyst facilitates the given reaction.. This data is from Catalyst prediction with 721,799 reactions and 888 catalyst types from USPTO. (1) Reactant: CS(O)(=O)=O.CS(O)(=O)=O.[NH2:11][C:12]1[C:19](=[O:20])[N:15]2[CH2:16][CH2:17][CH2:18][N:14]2[C:13]=1[NH2:21].[NH2:22][C:23]1[CH:24]=[CH:25][C:26]([O:30][CH3:31])=[C:27]([OH:29])[CH:28]=1.N.OO. Product: [NH2:21][C:13]1[N:14]2[CH2:18][CH2:17][CH2:16][N:15]2[C:19](=[O:20])[C:12]=1/[N:11]=[C:24]1/[C:23]([NH2:22])=[CH:28][C:27](=[O:29])[C:26]([O:30][CH3:31])=[CH:25]/1. The catalyst class is: 97. (2) Reactant: O[CH2:2][C:3]1[CH:20]=[CH:19][C:6]2/[C:7](=[CH:16]\[C:17]#[N:18])/[C:8]3[CH:15]=[CH:14][CH:13]=[CH:12][C:9]=3[O:10][CH2:11][C:5]=2[CH:4]=1.N1C(C)=CC=CC=1C.[Br-:29].[Li+].CS(OS(C)(=O)=O)(=O)=O. Product: [Br:29][CH2:2][C:3]1[CH:20]=[CH:19][C:6]2/[C:7](=[CH:16]\[C:17]#[N:18])/[C:8]3[CH:15]=[CH:14][CH:13]=[CH:12][C:9]=3[O:10][CH2:11][C:5]=2[CH:4]=1. The catalyst class is: 20. (3) Reactant: C([O:3][C:4]([CH2:6][C:7]([NH:9][C:10]1[CH:19]=[CH:18][C:17]2[C:12](=[CH:13][CH:14]=[CH:15][CH:16]=2)[CH:11]=1)=[O:8])=[O:5])C.[Li+].[OH-].OS([O-])(=O)=O.[Na+]. Product: [C:4]([CH2:6][C:7]([NH:9][C:10]1[CH:19]=[CH:18][C:17]2[C:12](=[CH:13][CH:14]=[CH:15][CH:16]=2)[CH:11]=1)=[O:8])([OH:5])=[O:3]. The catalyst class is: 24. (4) Reactant: [C:1]([NH:4][CH2:5][C@@H:6]1[O:10][C:9](=[O:11])[N:8]([C:12]2[CH:17]=[C:16]([F:18])[C:15]([N:19]3[CH2:24][CH2:23][C:22]([O:28][P:29](=[O:32])([OH:31])[OH:30])([CH2:25][O:26][CH3:27])[CH2:21][CH2:20]3)=[C:14]([F:33])[CH:13]=2)[CH2:7]1)(=[O:3])[CH3:2].C(O)C.[NH2:37][C@H:38]([C:46]([OH:48])=[O:47])[CH2:39][CH2:40][CH2:41][NH:42][C:43](=[NH:45])[NH2:44]. Product: [NH2:37][C@H:38]([C:46]([OH:48])=[O:47])[CH2:39][CH2:40][CH2:41][NH:42][C:43](=[NH:44])[NH2:45].[C:1]([NH:4][CH2:5][C@@H:6]1[O:10][C:9](=[O:11])[N:8]([C:12]2[CH:17]=[C:16]([F:18])[C:15]([N:19]3[CH2:24][CH2:23][C:22]([O:28][P:29](=[O:30])([OH:31])[OH:32])([CH2:25][O:26][CH3:27])[CH2:21][CH2:20]3)=[C:14]([F:33])[CH:13]=2)[CH2:7]1)(=[O:3])[CH3:2]. The catalyst class is: 6. (5) Reactant: [C:1]([O:5][C:6](=[O:20])[NH:7][C@@H:8]([CH2:13][C:14]1[CH:19]=[CH:18][CH:17]=[CH:16][CH:15]=1)[C@H:9]([OH:12])[CH2:10]Cl)([CH3:4])([CH3:3])[CH3:2].[CH2:21]([NH2:25])[CH:22]([CH3:24])[CH3:23].C(=O)([O-])[O-].[Na+].[Na+]. Product: [C:1]([O:5][C:6](=[O:20])[NH:7][C@@H:8]([CH2:13][C:14]1[CH:19]=[CH:18][CH:17]=[CH:16][CH:15]=1)[C@H:9]([OH:12])[CH2:10][NH:25][CH2:21][CH:22]([CH3:24])[CH3:23])([CH3:4])([CH3:3])[CH3:2]. The catalyst class is: 6. (6) Reactant: C(OC(=O)[NH:7][C:8]1[CH:13]=[C:12]([CH3:14])[C:11]([C:15]([F:18])([F:17])[F:16])=[CH:10][C:9]=1[NH:19][C:20](=[O:39])[CH2:21][C:22]([C:24]1[CH:29]=[CH:28][CH:27]=[C:26]([C:30]2[CH:31]=[N:32][C:33]([N:36]([CH3:38])[CH3:37])=[CH:34][CH:35]=2)[CH:25]=1)=O)(C)(C)C.C(O)(C(F)(F)F)=O. Product: [CH3:38][N:36]([CH3:37])[C:33]1[N:32]=[CH:31][C:30]([C:26]2[CH:25]=[C:24]([C:22]3[CH2:21][C:20](=[O:39])[NH:19][C:9]4[CH:10]=[C:11]([C:15]([F:16])([F:18])[F:17])[C:12]([CH3:14])=[CH:13][C:8]=4[N:7]=3)[CH:29]=[CH:28][CH:27]=2)=[CH:35][CH:34]=1. The catalyst class is: 2. (7) Reactant: [NH:1]([C:22]([O:24][CH2:25][C:26]1[CH:31]=[CH:30][CH:29]=[CH:28][CH:27]=1)=[O:23])[C@H:2]([C:10]([N:12]([CH3:21])[C@H:13]([C:17]([O:19]C)=[O:18])[CH:14]([CH3:16])[CH3:15])=[O:11])[CH2:3][C:4]1[CH:9]=[CH:8][CH:7]=[CH:6][CH:5]=1.O. Product: [NH:1]([C:22]([O:24][CH2:25][C:26]1[CH:27]=[CH:28][CH:29]=[CH:30][CH:31]=1)=[O:23])[C@H:2]([C:10]([N:12]([CH3:21])[C@H:13]([C:17]([OH:19])=[O:18])[CH:14]([CH3:16])[CH3:15])=[O:11])[CH2:3][C:4]1[CH:5]=[CH:6][CH:7]=[CH:8][CH:9]=1. The catalyst class is: 758.